The task is: Predict the reactants needed to synthesize the given product.. This data is from Full USPTO retrosynthesis dataset with 1.9M reactions from patents (1976-2016). (1) Given the product [CH3:1][NH:2][CH2:3][CH2:4][CH:5]([C:15]1[CH:20]=[CH:19][CH:18]=[CH:17][CH:16]=1)[C:6]1[C:10]2=[N:11][CH:12]=[CH:13][CH:14]=[C:9]2[NH:8][CH:7]=1, predict the reactants needed to synthesize it. The reactants are: [CH3:1][NH:2][C:3](=O)[CH2:4][CH:5]([C:15]1[CH:20]=[CH:19][CH:18]=[CH:17][CH:16]=1)[C:6]1[C:10]2=[N:11][CH:12]=[CH:13][CH:14]=[C:9]2[NH:8][CH:7]=1.S(C)C. (2) Given the product [BrH:16].[NH:1]=[C:2]1[N:6]([CH2:15][CH2:14][O:13][CH3:12])[CH:5]=[C:4]([C:7]([O:9][CH2:10][CH3:11])=[O:8])[S:3]1, predict the reactants needed to synthesize it. The reactants are: [NH2:1][C:2]1[S:3][C:4]([C:7]([O:9][CH2:10][CH3:11])=[O:8])=[CH:5][N:6]=1.[CH3:12][O:13][CH2:14][CH2:15][Br:16]. (3) Given the product [C:38]([NH:24][S:21]([C:16]1[CH:17]=[CH:18][CH:19]=[CH:20][C:15]=1[N:8]1[C:7]2[C:2](=[O:1])[N:3]([C:25]3[CH:30]=[CH:29][C:28]([N:31]4[CH:36]=[CH:35][CH:34]=[CH:33][C:32]4=[O:37])=[CH:27][CH:26]=3)[CH2:4][CH2:5][C:6]=2[C:10]([C:11]([F:12])([F:14])[F:13])=[N:9]1)(=[O:22])=[O:23])(=[O:40])[CH3:39], predict the reactants needed to synthesize it. The reactants are: [O:1]=[C:2]1[C:7]2[N:8]([C:15]3[CH:20]=[CH:19][CH:18]=[CH:17][C:16]=3[S:21]([NH2:24])(=[O:23])=[O:22])[N:9]=[C:10]([C:11]([F:14])([F:13])[F:12])[C:6]=2[CH2:5][CH2:4][N:3]1[C:25]1[CH:30]=[CH:29][C:28]([N:31]2[CH:36]=[CH:35][CH:34]=[CH:33][C:32]2=[O:37])=[CH:27][CH:26]=1.[C:38](OC(=O)C)(=[O:40])[CH3:39]. (4) Given the product [C:52]([O:51][C:49]([N:42]1[CH2:48][CH2:47][CH2:46][N:45]([C:9]2[N:8]([CH2:1][C:2]3[CH:7]=[CH:6][CH:5]=[CH:4][CH:3]=3)[C:16]3[C:15](=[O:17])[N:14]([CH2:31][C:32]4[C:41]5[C:36](=[CH:37][CH:38]=[CH:39][CH:40]=5)[CH:35]=[CH:34][N:33]=4)[C:13](=[O:18])[N:12]([CH3:19])[C:11]=3[C:10]=2[C:20]#[N:21])[CH2:44][CH2:43]1)=[O:50])([CH3:55])([CH3:54])[CH3:53], predict the reactants needed to synthesize it. The reactants are: [CH2:1]([N:8]1[C:16]2[C:15](=[O:17])[NH:14][C:13](=[O:18])[N:12]([CH3:19])[C:11]=2[C:10]([C:20]#[N:21])=[C:9]1Br)[C:2]1[CH:7]=[CH:6][CH:5]=[CH:4][CH:3]=1.C(=O)([O-])[O-].[K+].[K+].Br.Br[CH2:31][C:32]1[C:41]2[C:36](=[CH:37][CH:38]=[CH:39][CH:40]=2)[CH:35]=[CH:34][N:33]=1.[NH:42]1[CH2:48][CH2:47][CH2:46][NH:45][CH2:44][CH2:43]1.[C:49](O[C:49]([O:51][C:52]([CH3:55])([CH3:54])[CH3:53])=[O:50])([O:51][C:52]([CH3:55])([CH3:54])[CH3:53])=[O:50].[OH-].[Na+].